From a dataset of Forward reaction prediction with 1.9M reactions from USPTO patents (1976-2016). Predict the product of the given reaction. (1) Given the reactants Br[C:2]1[CH:3]=[N:4][CH:5]=[CH:6][C:7]=1[CH2:8][CH:9]1[CH2:17][C:16]2[C:11](=[CH:12][CH:13]=[C:14]([Cl:18])[CH:15]=2)[C:10]1=[O:19].[CH2:20]([O:22]C([Sn](CCCC)(CCCC)CCCC)=C)[CH3:21], predict the reaction product. The product is: [C:20]([C:2]1[CH:3]=[N:4][CH:5]=[CH:6][C:7]=1[CH2:8][CH:9]1[CH2:17][C:16]2[C:11](=[CH:12][CH:13]=[C:14]([Cl:18])[CH:15]=2)[C:10]1=[O:19])(=[O:22])[CH3:21]. (2) Given the reactants Cl[C:2]1[CH:10]=[CH:9][C:5]([C:6]([OH:8])=[O:7])=[CH:4][C:3]=1[N:11]=[N:12][C:13]1[CH:18]=[C:17]([C:19]([CH3:26])([CH3:25])[CH2:20][C:21]([CH3:24])([CH3:23])[CH3:22])[CH:16]=[C:15]([C:27]([CH3:35])([C:29]2[CH:34]=[CH:33][CH:32]=[CH:31][CH:30]=2)[CH3:28])[C:14]=1[OH:36].C[N:38](C)C=O.[N-]=[N+]=[N-].[Na+].C(O)(=O)C, predict the reaction product. The product is: [OH:36][C:14]1[C:15]([C:27]([CH3:35])([C:29]2[CH:34]=[CH:33][CH:32]=[CH:31][CH:30]=2)[CH3:28])=[CH:16][C:17]([C:19]([CH3:26])([CH3:25])[CH2:20][C:21]([CH3:22])([CH3:23])[CH3:24])=[CH:18][C:13]=1[N:12]1[N:38]=[C:2]2[CH:10]=[CH:9][C:5]([C:6]([OH:8])=[O:7])=[CH:4][C:3]2=[N:11]1. (3) Given the reactants [H-].[Na+].C(OC(=O)[NH:9][CH2:10][CH2:11][SH:12])(C)(C)C.[F:14][C:15]1[CH:20]=[CH:19][CH:18]=[C:17](F)[N:16]=1, predict the reaction product. The product is: [F:14][C:15]1[N:16]=[C:17]([S:12][CH2:11][CH2:10][NH2:9])[CH:18]=[CH:19][CH:20]=1. (4) Given the reactants [O:1]=[C:2]1[C:7]2[NH:8][C:9]3[CH:10]=[CH:11][CH:12]=[CH:13][C:14]=3[C:6]=2[N:5]=[C:4]([S:15][CH2:16][C:17]([OH:19])=O)[N:3]1[C:20]1[CH:25]=[CH:24][CH:23]=[CH:22][CH:21]=1.[CH2:26]([NH2:32])[C:27]1[O:31][CH:30]=[CH:29][CH:28]=1.C(N(CC)CC)C.CN(C(ON1N=NC2C=CC=NC1=2)=[N+](C)C)C.F[P-](F)(F)(F)(F)F, predict the reaction product. The product is: [O:31]1[CH:30]=[CH:29][CH:28]=[C:27]1[CH2:26][NH:32][C:17](=[O:19])[CH2:16][S:15][C:4]1[N:3]([C:20]2[CH:21]=[CH:22][CH:23]=[CH:24][CH:25]=2)[C:2](=[O:1])[C:7]2[NH:8][C:9]3[CH:10]=[CH:11][CH:12]=[CH:13][C:14]=3[C:6]=2[N:5]=1.